This data is from Reaction yield outcomes from USPTO patents with 853,638 reactions. The task is: Predict the reaction yield, written as a fraction of the theoretical maximum amount of product (1.0 means a 100% yield; for example, 0.34 means a 34% yield). (1) The reactants are [CH3:1][C:2]([CH3:36])([CH3:35])[CH2:3][CH2:4][C@:5]1([CH3:34])[C:14]2[C:9](=[CH:10][CH:11]=[CH:12][CH:13]=2)[C:8]([OH:15])=[C:7]([C:16]2[NH:21][C:20]3[CH:22]=[CH:23][C:24]([NH:26][S:27]([CH3:30])(=[O:29])=[O:28])=[CH:25][C:19]=3[S:18](=[O:32])(=[O:31])[N:17]=2)[C:6]1=[O:33].[OH-].[Na+:38]. The catalyst is O. The product is [CH3:1][C:2]([CH3:36])([CH3:35])[CH2:3][CH2:4][C@:5]1([CH3:34])[C:14]2[C:9](=[CH:10][CH:11]=[CH:12][CH:13]=2)[C:8]([O-:15])=[C:7]([C:16]2[NH:21][C:20]3[CH:22]=[CH:23][C:24]([NH:26][S:27]([CH3:30])(=[O:29])=[O:28])=[CH:25][C:19]=3[S:18](=[O:32])(=[O:31])[N:17]=2)[C:6]1=[O:33].[Na+:38]. The yield is 0.740. (2) The reactants are [C:1]([NH:4][C@@H:5]([CH3:9])[C:6](O)=[O:7])(=[O:3])[CH3:2].Cl.[OH:11][C@H:12]1[CH2:16][NH:15][C@H:14]([C:17]([O:19][CH2:20][C:21]2[CH:26]=[CH:25][CH:24]=[CH:23][CH:22]=2)=[O:18])[CH2:13]1.CCN(C(C)C)C(C)C.CN(C(ON1N=NC2C=CC=NC1=2)=[N+](C)C)C.F[P-](F)(F)(F)(F)F.C(=O)(O)[O-].[Na+]. The catalyst is CN(C=O)C. The product is [C:1]([NH:4][C@@H:5]([CH3:9])[C:6]([N:15]1[CH2:16][C@H:12]([OH:11])[CH2:13][C@H:14]1[C:17]([O:19][CH2:20][C:21]1[CH:26]=[CH:25][CH:24]=[CH:23][CH:22]=1)=[O:18])=[O:7])(=[O:3])[CH3:2]. The yield is 0.310. (3) The reactants are O=C1C2C(=CC=CC=2)C(=O)[N:3]1[CH:12]1[CH2:17][CH2:16][N:15]([C:18]([O:20][C:21]([CH3:24])([CH3:23])[CH3:22])=[O:19])[CH2:14][CH2:13]1.C(O)C.O.NN.[ClH:31].O1CCOCC1. The catalyst is C(OCC)C.C(OCC)(=O)C. The product is [ClH:31].[NH2:3][CH:12]1[CH2:13][CH2:14][N:15]([C:18]([O:20][C:21]([CH3:24])([CH3:23])[CH3:22])=[O:19])[CH2:16][CH2:17]1. The yield is 1.00. (4) The reactants are [H-].[Na+].[F:3][C:4]([F:13])([F:12])[C:5]1([OH:11])[CH2:10][CH2:9][O:8][CH2:7][CH2:6]1.[C:14](=O)([O:22]C1C=CC=CN=1)[O:15][C:16]1[CH:21]=[CH:20][CH:19]=[CH:18][N:17]=1. The catalyst is C1COCC1.CCOC(C)=O. The product is [C:14](=[O:22])([O:11][C:5]1([C:4]([F:3])([F:12])[F:13])[CH2:6][CH2:7][O:8][CH2:9][CH2:10]1)[O:15][C:16]1[CH:21]=[CH:20][CH:19]=[CH:18][N:17]=1. The yield is 0.365. (5) The reactants are [Cl:1][C:2]1[CH:3]=[C:4]([C:9]2([CH2:15][CH2:16][OH:17])[CH2:14][CH2:13][CH2:12][NH:11][CH2:10]2)[CH:5]=[CH:6][C:7]=1[Cl:8].C(N(CC)CC)C.[CH3:25][O:26][C:27]1[CH:28]=[C:29]([CH:33]=[C:34]([O:38][CH3:39])[C:35]=1[O:36][CH3:37])[C:30](Cl)=[O:31].[Cl:40][C:41]1[CH:46]=[CH:45][C:44]([S:47](Cl)(=[O:49])=[O:48])=[CH:43][CH:42]=1.Cl. The catalyst is O1CCCC1.CN(C)C1C=CN=CC=1.C(Cl)Cl.O. The yield is 0.763. The product is [Cl:40][C:41]1[CH:46]=[CH:45][C:44]([S:47]([O:17][CH2:16][CH2:15][C:9]2([C:4]3[CH:5]=[CH:6][C:7]([Cl:8])=[C:2]([Cl:1])[CH:3]=3)[CH2:14][CH2:13][CH2:12][N:11]([C:30](=[O:31])[C:29]3[CH:28]=[C:27]([O:26][CH3:25])[C:35]([O:36][CH3:37])=[C:34]([O:38][CH3:39])[CH:33]=3)[CH2:10]2)(=[O:49])=[O:48])=[CH:43][CH:42]=1. (6) The yield is 0.370. The catalyst is C(O)C. The product is [NH2:24][CH2:23][C:9]1[CH:10]=[C:11]2[C:15](=[C:7]([NH:6][CH:1]3[CH2:5][CH2:4][CH2:3][CH2:2]3)[CH:8]=1)[NH:14][C:13]([C:16]1[S:17][CH2:18][C@@H:19]([CH2:21][OH:22])[N:20]=1)=[CH:12]2. The reactants are [CH:1]1([NH:6][C:7]2[CH:8]=[C:9]([CH2:23][N:24]3C(=O)C4C(=CC=CC=4)C3=O)[CH:10]=[C:11]3[C:15]=2[NH:14][C:13]([C:16]2[S:17][CH2:18][C@@H:19]([CH2:21][OH:22])[N:20]=2)=[CH:12]3)[CH2:5][CH2:4][CH2:3][CH2:2]1.O.NN. (7) The reactants are [Cl:1][C:2]1[CH:7]=[CH:6][C:5]([C:8]2[C:9](=[O:26])[O:10]/[C:11](=[CH:15]\[C:16]3[C:25]4[C:20](=[CH:21][CH:22]=[CH:23][CH:24]=4)[CH:19]=[CH:18][CH:17]=3)/[C:12]=2[O:13]C)=[CH:4][CH:3]=1.[Li+].[Br-].OS(O)(=O)=O. The catalyst is CN(C=O)C.O. The product is [Cl:1][C:2]1[CH:7]=[CH:6][C:5]([C:8]2[C:9](=[O:26])[O:10]/[C:11](=[CH:15]\[C:16]3[C:25]4[C:20](=[CH:21][CH:22]=[CH:23][CH:24]=4)[CH:19]=[CH:18][CH:17]=3)/[C:12]=2[OH:13])=[CH:4][CH:3]=1. The yield is 0.780.